Dataset: Forward reaction prediction with 1.9M reactions from USPTO patents (1976-2016). Task: Predict the product of the given reaction. (1) Given the reactants [CH3:1][O:2][C:3]1[C:4]([O:29][CH2:30][CH2:31][CH2:32][S:33][CH3:34])=[CH:5][C:6]2[CH2:15][CH:14]([C:16]([CH3:21])([CH3:20])[CH2:17][O:18][CH3:19])[N:13]3[C:8](=[CH:9][C:10](=[O:27])[C:11]([C:22]([O:24]CC)=[O:23])=[CH:12]3)[C:7]=2[CH:28]=1.[Li+].[OH-].Cl, predict the reaction product. The product is: [CH3:1][O:2][C:3]1[C:4]([O:29][CH2:30][CH2:31][CH2:32][S:33][CH3:34])=[CH:5][C:6]2[CH2:15][CH:14]([C:16]([CH3:21])([CH3:20])[CH2:17][O:18][CH3:19])[N:13]3[C:8](=[CH:9][C:10](=[O:27])[C:11]([C:22]([OH:24])=[O:23])=[CH:12]3)[C:7]=2[CH:28]=1. (2) Given the reactants Br[C:2]1[C:6]2[CH:7]=[CH:8][C:9]([O:17][CH3:18])=[C:10]([O:11][CH:12]3[CH2:16][CH2:15][CH2:14][CH2:13]3)[C:5]=2[O:4][CH:3]=1.[Cl:19][C:20]1[CH:27]=[CH:26][CH:25]=[C:24]([Cl:28])[C:21]=1[CH2:22][NH2:23], predict the reaction product. The product is: [CH:12]1([O:11][C:10]2[C:5]3[O:4][CH:3]=[C:2]([NH:23][CH2:22][C:21]4[C:20]([Cl:19])=[CH:27][CH:26]=[CH:25][C:24]=4[Cl:28])[C:6]=3[CH:7]=[CH:8][C:9]=2[O:17][CH3:18])[CH2:16][CH2:15][CH2:14][CH2:13]1. (3) Given the reactants Cl.[CH:2]1([CH2:5][O:6][C:7]2[CH:12]=[CH:11][C:10]([F:13])=[CH:9][C:8]=2[C:14]2[CH:19]=[CH:18][N:17]=[C:16]3[C:20]([C:24]([NH:26][CH:27]4[CH2:32][CH2:31][NH:30][CH2:29][CH2:28]4)=[O:25])=[C:21]([CH3:23])[NH:22][C:15]=23)[CH2:4][CH2:3]1.[C:33](Cl)(=[O:35])[CH3:34], predict the reaction product. The product is: [C:33]([N:30]1[CH2:29][CH2:28][CH:27]([NH:26][C:24]([C:20]2[C:16]3=[N:17][CH:18]=[CH:19][C:14]([C:8]4[CH:9]=[C:10]([F:13])[CH:11]=[CH:12][C:7]=4[O:6][CH2:5][CH:2]4[CH2:4][CH2:3]4)=[C:15]3[NH:22][C:21]=2[CH3:23])=[O:25])[CH2:32][CH2:31]1)(=[O:35])[CH3:34]. (4) Given the reactants [N+:1]([C:4]1[CH:5]=[C:6]([CH2:28]O)[CH:7]=[CH:8][C:9]=1[C:10]1[S:11][C:12]2[C:17]([N:18]=1)=[CH:16][CH:15]=[C:14]([C:19]1([C:22]3[CH:27]=[CH:26][CH:25]=[CH:24][CH:23]=3)[CH2:21][CH2:20]1)[N:13]=2)([O-:3])=[O:2].C1(P(C2C=CC=CC=2)C2C=CC=CC=2)C=CC=CC=1.C(Br)(Br)(Br)[Br:50], predict the reaction product. The product is: [Br:50][CH2:28][C:6]1[CH:7]=[CH:8][C:9]([C:10]2[S:11][C:12]3[C:17]([N:18]=2)=[CH:16][CH:15]=[C:14]([C:19]2([C:22]4[CH:27]=[CH:26][CH:25]=[CH:24][CH:23]=4)[CH2:20][CH2:21]2)[N:13]=3)=[C:4]([N+:1]([O-:3])=[O:2])[CH:5]=1. (5) The product is: [Br:21][C:20]1[C:16]([C:12]2[CH:11]=[C:10]([NH:9][C:6]([C:2]3[S:1][CH:5]=[CH:4][CH:3]=3)=[O:7])[CH:15]=[CH:14][CH:13]=2)=[N:17][N:18]([CH3:22])[CH:19]=1. Given the reactants [S:1]1[CH:5]=[CH:4][CH:3]=[C:2]1[C:6](Cl)=[O:7].[NH2:9][C:10]1[CH:11]=[C:12]([C:16]2[C:20]([Br:21])=[CH:19][N:18]([CH3:22])[N:17]=2)[CH:13]=[CH:14][CH:15]=1.C(N(CC)CC)C, predict the reaction product. (6) Given the reactants [CH2:1]([O:8][C@H:9]1[C@H:16]([O:17][CH2:18][C:19]2[CH:24]=[CH:23][CH:22]=[CH:21][CH:20]=2)[C@@H:15]([CH2:25][O:26][CH2:27][C:28]2[CH:33]=[CH:32][C:31]([Cl:34])=[CH:30][CH:29]=2)[O:14][C@@H:11]([O:12][CH3:13])[C@@H:10]1[OH:35])[C:2]1[CH:7]=[CH:6][CH:5]=[CH:4][CH:3]=1.N1C(C)=CC=CC=1C.[Si:44](OS(C(F)(F)F)(=O)=O)([C:47]([CH3:50])([CH3:49])[CH3:48])([CH3:46])[CH3:45], predict the reaction product. The product is: [CH2:1]([O:8][C@H:9]1[C@H:16]([O:17][CH2:18][C:19]2[CH:24]=[CH:23][CH:22]=[CH:21][CH:20]=2)[C@@H:15]([CH2:25][O:26][CH2:27][C:28]2[CH:29]=[CH:30][C:31]([Cl:34])=[CH:32][CH:33]=2)[O:14][C@@H:11]([O:12][CH3:13])[C@@H:10]1[O:35][Si:44]([C:47]([CH3:50])([CH3:49])[CH3:48])([CH3:46])[CH3:45])[C:2]1[CH:7]=[CH:6][CH:5]=[CH:4][CH:3]=1. (7) Given the reactants [CH3:1][Si:2]([CH3:51])([CH3:50])[CH2:3][CH2:4][O:5][CH2:6][N:7]1[CH:11]=[CH:10][N:9]=[C:8]1[CH2:12][N:13]([CH2:36][C:37]1[N:38]([CH2:42][O:43][CH2:44][CH2:45][Si:46]([CH3:49])([CH3:48])[CH3:47])[CH:39]=[CH:40][N:41]=1)[C:14]([C:16]1[CH:17]=[C:18]2[C:23](=[CH:24][CH:25]=1)[CH2:22][N:21](C(OCC1C=CC=CC=1)=O)[CH2:20][CH2:19]2)=[O:15], predict the reaction product. The product is: [CH3:1][Si:2]([CH3:51])([CH3:50])[CH2:3][CH2:4][O:5][CH2:6][N:7]1[CH:11]=[CH:10][N:9]=[C:8]1[CH2:12][N:13]([CH2:36][C:37]1[N:38]([CH2:42][O:43][CH2:44][CH2:45][Si:46]([CH3:49])([CH3:48])[CH3:47])[CH:39]=[CH:40][N:41]=1)[C:14]([C:16]1[CH:17]=[C:18]2[C:23](=[CH:24][CH:25]=1)[CH2:22][NH:21][CH2:20][CH2:19]2)=[O:15].